Task: Regression. Given a peptide amino acid sequence and an MHC pseudo amino acid sequence, predict their binding affinity value. This is MHC class I binding data.. Dataset: Peptide-MHC class I binding affinity with 185,985 pairs from IEDB/IMGT The peptide sequence is KPFNNILDL. The MHC is HLA-A29:02 with pseudo-sequence HLA-A29:02. The binding affinity (normalized) is 0.0782.